Dataset: Reaction yield outcomes from USPTO patents with 853,638 reactions. Task: Predict the reaction yield, written as a fraction of the theoretical maximum amount of product (1.0 means a 100% yield; for example, 0.34 means a 34% yield). (1) The reactants are [C:1]([O:5][C:6]([N:8]1[CH2:12][C:11]([F:14])([F:13])[CH2:10][C@H:9]1[C:15](O)=[O:16])=[O:7])([CH3:4])([CH3:3])[CH3:2].B.C1COCC1. The catalyst is C1COCC1. The product is [F:14][C:11]1([F:13])[CH2:12][N:8]([C:6]([O:5][C:1]([CH3:2])([CH3:3])[CH3:4])=[O:7])[C@H:9]([CH2:15][OH:16])[CH2:10]1. The yield is 0.740. (2) The reactants are [NH2:1][C:2]1[N:7]2[CH:8]=[CH:9][N:10]=[C:6]2[C:5]([C:11]([NH:13][CH2:14][CH:15]2[CH2:20][CH2:19][N:18]([CH2:21][CH2:22][CH2:23][CH3:24])[CH2:17][CH2:16]2)=[O:12])=[CH:4][C:3]=1Cl.C([O-])=O.[NH4+]. The catalyst is [Pd].CO. The product is [NH2:1][C:2]1[N:7]2[CH:8]=[CH:9][N:10]=[C:6]2[C:5]([C:11]([NH:13][CH2:14][CH:15]2[CH2:16][CH2:17][N:18]([CH2:21][CH2:22][CH2:23][CH3:24])[CH2:19][CH2:20]2)=[O:12])=[CH:4][CH:3]=1. The yield is 0.630. (3) The reactants are [NH2:1][CH:2]([C:8]#[N:9])[C:3]([O:5][CH2:6][CH3:7])=[O:4].N1C=CC=CC=1.[F:16][C:17]1[CH:25]=[CH:24][CH:23]=[C:22]([F:26])[C:18]=1[C:19](Cl)=[O:20]. The catalyst is ClCCl.C(OCC)(=O)C. The product is [C:8]([CH:2]([NH:1][C:19](=[O:20])[C:18]1[C:17]([F:16])=[CH:25][CH:24]=[CH:23][C:22]=1[F:26])[C:3]([O:5][CH2:6][CH3:7])=[O:4])#[N:9]. The yield is 0.840.